From a dataset of Full USPTO retrosynthesis dataset with 1.9M reactions from patents (1976-2016). Predict the reactants needed to synthesize the given product. Given the product [CH3:21][N:18]1[C:17]([CH2:22][N:23]2[CH2:24][CH2:25][C:26]3([O:27][CH2:28][CH2:29][CH2:30][O:31]3)[CH2:32][CH2:33]2)=[N:16][C:15]2[C:19]1=[N:20][C:12]([N:3]1[C:4]3[CH:10]=[CH:9][CH:8]=[CH:7][C:5]=3[N:6]=[C:2]1[CH3:1])=[N:13][C:14]=2[N:34]1[CH2:39][CH2:38][O:37][CH2:36][CH2:35]1, predict the reactants needed to synthesize it. The reactants are: [CH3:1][C:2]1[NH:3][C:4]2[CH:10]=[CH:9][CH:8]=[CH:7][C:5]=2[N:6]=1.Cl[C:12]1[N:20]=[C:19]2[C:15]([N:16]=[C:17]([CH2:22][N:23]3[CH2:33][CH2:32][C:26]4([O:31][CH2:30][CH2:29][CH2:28][O:27]4)[CH2:25][CH2:24]3)[N:18]2[CH3:21])=[C:14]([N:34]2[CH2:39][CH2:38][O:37][CH2:36][CH2:35]2)[N:13]=1.